Dataset: Forward reaction prediction with 1.9M reactions from USPTO patents (1976-2016). Task: Predict the product of the given reaction. Given the reactants [F:1][C:2]1([F:26])[CH2:7][CH2:6][CH:5]([CH2:8][C:9]2[N:13]3[C:14]([CH3:21])=[CH:15][C:16]([C:18](O)=[O:19])=[CH:17][C:12]3=[N:11][C:10]=2[C:22]([F:25])([F:24])[F:23])[CH2:4][CH2:3]1.[NH2:27][CH:28]1[CH2:33][CH2:32][O:31][CH2:30][CH2:29]1, predict the reaction product. The product is: [F:1][C:2]1([F:26])[CH2:7][CH2:6][CH:5]([CH2:8][C:9]2[N:13]3[C:14]([CH3:21])=[CH:15][C:16]([C:18]([NH:27][CH:28]4[CH2:33][CH2:32][O:31][CH2:30][CH2:29]4)=[O:19])=[CH:17][C:12]3=[N:11][C:10]=2[C:22]([F:24])([F:25])[F:23])[CH2:4][CH2:3]1.